From a dataset of Forward reaction prediction with 1.9M reactions from USPTO patents (1976-2016). Predict the product of the given reaction. (1) Given the reactants [Br:1][C:2]1[CH:7]=[CH:6][C:5]([C:8](=[O:24])[CH2:9][C:10]([C:16]2[CH:21]=[C:20]([Cl:22])[CH:19]=[C:18]([Cl:23])[CH:17]=2)(O)[C:11]([F:14])([F:13])[F:12])=[CH:4][C:3]=1[CH3:25].C1(C)C=CC=CC=1.S(Cl)(Cl)=O, predict the reaction product. The product is: [Br:1][C:2]1[CH:7]=[CH:6][C:5]([C:8](=[O:24])[CH:9]=[C:10]([C:16]2[CH:17]=[C:18]([Cl:23])[CH:19]=[C:20]([Cl:22])[CH:21]=2)[C:11]([F:13])([F:14])[F:12])=[CH:4][C:3]=1[CH3:25]. (2) Given the reactants [I:1]N1C(=O)CCC1=O.[NH2:9][C:10]1[C:11]([C:16]([O:18][CH3:19])=[O:17])=[N:12][CH:13]=[CH:14][N:15]=1, predict the reaction product. The product is: [NH2:9][C:10]1[C:11]([C:16]([O:18][CH3:19])=[O:17])=[N:12][C:13]([I:1])=[CH:14][N:15]=1. (3) Given the reactants [C:1]([C:5]1[CH:13]=[CH:12][C:11]([CH3:14])=[C:7]([C:8]([OH:10])=O)[C:6]=1[OH:15])([CH3:4])([CH3:3])[CH3:2].[N+:16]([C:19]1[CH:25]=[CH:24][C:22]([NH2:23])=[C:21]([C:26]([F:29])([F:28])[F:27])[CH:20]=1)([O-:18])=[O:17], predict the reaction product. The product is: [C:1]([C:5]1[C:6]([OH:15])=[C:7]([C:11]([CH3:14])=[CH:12][CH:13]=1)[C:8]([NH:23][C:22]1[CH:24]=[CH:25][C:19]([N+:16]([O-:18])=[O:17])=[CH:20][C:21]=1[C:26]([F:27])([F:28])[F:29])=[O:10])([CH3:2])([CH3:3])[CH3:4]. (4) Given the reactants [F:1][C:2]1[CH:11]=[C:10]([F:12])[CH:9]=[C:8]2[C:3]=1[C:4]([NH:20][C:21]1[CH:22]=[N:23][CH:24]=[C:25]([N:27]3[CH2:32][CH2:31][O:30][CH2:29][CH2:28]3)[CH:26]=1)=[C:5]([CH3:19])[C:6]([N:13]1[CH2:18][CH2:17][NH:16][CH2:15][CH2:14]1)=[N:7]2.[CH:33]1([C:38](Cl)=[O:39])[CH2:37][CH2:36][CH2:35][CH2:34]1, predict the reaction product. The product is: [CH:33]1([C:38]([N:16]2[CH2:15][CH2:14][N:13]([C:6]3[C:5]([CH3:19])=[C:4]([NH:20][C:21]4[CH:22]=[N:23][CH:24]=[C:25]([N:27]5[CH2:32][CH2:31][O:30][CH2:29][CH2:28]5)[CH:26]=4)[C:3]4[C:8](=[CH:9][C:10]([F:12])=[CH:11][C:2]=4[F:1])[N:7]=3)[CH2:18][CH2:17]2)=[O:39])[CH2:37][CH2:36][CH2:35][CH2:34]1.